This data is from Catalyst prediction with 721,799 reactions and 888 catalyst types from USPTO. The task is: Predict which catalyst facilitates the given reaction. Reactant: C(#N)C.[I-].[Na+].C[Si](Cl)(C)C.[O:11]1CCO[CH:12]1[C:16]1[CH:17]=[C:18]([CH:22]([C:24]2[S:25][C:26]([CH3:29])=[CH:27][CH:28]=2)O)[CH:19]=[CH:20][CH:21]=1. Product: [CH3:29][C:26]1[S:25][C:24]([CH2:22][C:18]2[CH:17]=[C:16]([CH:21]=[CH:20][CH:19]=2)[CH:12]=[O:11])=[CH:28][CH:27]=1. The catalyst class is: 6.